Task: Predict which catalyst facilitates the given reaction.. Dataset: Catalyst prediction with 721,799 reactions and 888 catalyst types from USPTO (1) The catalyst class is: 94. Reactant: [CH2:1]([O:8][C:9]([N:11]1[CH2:15][CH2:14][C:13]([CH:17]([N:19]=[N+]=[N-])[CH3:18])([F:16])[CH2:12]1)=[O:10])[C:2]1[CH:7]=[CH:6][CH:5]=[CH:4][CH:3]=1.[H][H]. Product: [CH2:1]([O:8][C:9]([N:11]1[CH2:15][CH2:14][C:13]([CH:17]([NH2:19])[CH3:18])([F:16])[CH2:12]1)=[O:10])[C:2]1[CH:7]=[CH:6][CH:5]=[CH:4][CH:3]=1. (2) Reactant: [CH3:1][C:2]1[C:6]([B:7]2[O:11][C:10]([CH3:13])([CH3:12])[C:9]([CH3:15])([CH3:14])[O:8]2)=[C:5]([CH3:16])[NH:4][N:3]=1.C([O-])([O-])=O.[Cs+].[Cs+].Br[CH2:24][CH2:25][O:26][Si:27]([C:30]([CH3:33])([CH3:32])[CH3:31])([CH3:29])[CH3:28]. Product: [Si:27]([O:26][CH2:25][CH2:24][N:3]1[C:2]([CH3:1])=[C:6]([B:7]2[O:11][C:10]([CH3:12])([CH3:13])[C:9]([CH3:15])([CH3:14])[O:8]2)[C:5]([CH3:16])=[N:4]1)([C:30]([CH3:33])([CH3:32])[CH3:31])([CH3:29])[CH3:28]. The catalyst class is: 23. (3) Reactant: [CH2:1]([O:3][C:4]([C:6]1[CH:7]=[C:8]([C:12]2[CH:17]=[CH:16][C:15]([NH3+:18])=[CH:14][CH:13]=2)[CH:9]=[N:10][CH:11]=1)=[O:5])[CH3:2].[Cl:19][C:20]1[C:24]([Cl:25])=[C:23]([CH3:26])[NH:22][C:21]=1[C:27](Cl)=[O:28].C(N(C(C)C)CC)(C)C. Product: [Cl:19][C:20]1[C:24]([Cl:25])=[C:23]([CH3:26])[NH:22][C:21]=1[C:27]([NH:18][C:15]1[CH:16]=[CH:17][C:12]([C:8]2[CH:9]=[N:10][CH:11]=[C:6]([CH:7]=2)[C:4]([O:3][CH2:1][CH3:2])=[O:5])=[CH:13][CH:14]=1)=[O:28]. The catalyst class is: 2. (4) The catalyst class is: 1. Product: [F:1][C:2]1[CH:3]=[C:4]2[C:8](=[CH:9][CH:10]=1)[N:7]([CH3:16])[CH:6]=[C:5]2[CH:11]=[O:12]. Reactant: [F:1][C:2]1[CH:3]=[C:4]2[C:8](=[CH:9][CH:10]=1)[NH:7][CH:6]=[C:5]2[CH:11]=[O:12].[H-].[Na+].I[CH3:16].